Dataset: Catalyst prediction with 721,799 reactions and 888 catalyst types from USPTO. Task: Predict which catalyst facilitates the given reaction. (1) Reactant: [NH2:1][CH:2]([CH3:9])[CH2:3][C:4]([O:6][CH2:7][CH3:8])=[O:5].F[C:11]1[CH:16]=[CH:15][CH:14]=[CH:13][C:12]=1[N+:17]([O-:19])=[O:18].C(=O)([O-])[O-].[K+].[K+]. Product: [N+:17]([C:12]1[CH:13]=[CH:14][CH:15]=[CH:16][C:11]=1[NH:1][CH:2]([CH3:9])[CH2:3][C:4]([O:6][CH2:7][CH3:8])=[O:5])([O-:19])=[O:18]. The catalyst class is: 1. (2) Reactant: [CH:1]1([CH2:7][CH2:8][CH2:9][C@@H:10]([C:19]2[O:23][N:22]=[C:21]([CH2:24][O:25][CH2:26][C:27]([O:29][CH2:30][CH3:31])=[O:28])[N:20]=2)[CH2:11][C:12]([O:14]C(C)(C)C)=[O:13])[CH2:6][CH2:5][CH2:4][CH2:3][CH2:2]1.FC(F)(F)C(O)=O. Product: [CH:1]1([CH2:7][CH2:8][CH2:9][C@@H:10]([C:19]2[O:23][N:22]=[C:21]([CH2:24][O:25][CH2:26][C:27]([O:29][CH2:30][CH3:31])=[O:28])[N:20]=2)[CH2:11][C:12]([OH:14])=[O:13])[CH2:6][CH2:5][CH2:4][CH2:3][CH2:2]1. The catalyst class is: 4. (3) Reactant: [H-].[Na+].C1C[O:6]CC1.[Cl:8][C:9]1[CH:16]=[CH:15][CH:14]=[C:13]([F:17])[C:10]=1[CH:11]=O.[N+:18]([CH2:20][C:21]([O:23][CH3:24])=[O:22])#[C-:19]. The catalyst class is: 52. Product: [CH3:24][O:23][C:21](=[O:22])[C:20]([NH:18][CH:19]=[O:6])=[CH:11][C:10]1[C:13]([F:17])=[CH:14][CH:15]=[CH:16][C:9]=1[Cl:8].